Dataset: Forward reaction prediction with 1.9M reactions from USPTO patents (1976-2016). Task: Predict the product of the given reaction. (1) Given the reactants [NH2:1][C:2]1[C:3]([C:7]#[N:8])=[N:4][O:5][N:6]=1.[CH2:9]([NH2:13])[CH:10]([CH3:12])[CH3:11].[Al+3].[Cl-].[Cl-].[Cl-], predict the reaction product. The product is: [NH2:1][C:2]1[C:3]([C:7]([NH:13][CH2:9][CH:10]([CH3:12])[CH3:11])=[NH:8])=[N:4][O:5][N:6]=1. (2) Given the reactants [CH3:1][O:2][C:3](=[O:75])[C@@H:4]([NH:23][C:24]([C:26]1([CH2:31][CH2:32][NH:33][CH2:34][CH2:35][C:36]([O:38][CH2:39][CH2:40][O:41][CH2:42][CH2:43][O:44][CH2:45][CH2:46][O:47][CH2:48][CH2:49][O:50][CH2:51][CH2:52][O:53][CH2:54][CH2:55][O:56][CH2:57][CH2:58][O:59][CH2:60][CH2:61][O:62][CH2:63][CH2:64][O:65][CH2:66][CH2:67][O:68][CH2:69][CH2:70][O:71][CH2:72][CH2:73][NH2:74])=O)[CH2:30][CH2:29][CH2:28][CH2:27]1)=[O:25])[CH2:5][C:6]1[CH:11]=[CH:10][C:9]([NH:12][C:13](=[O:22])[C:14]2[C:19]([Cl:20])=[CH:18][CH:17]=[CH:16][C:15]=2[Cl:21])=[CH:8][CH:7]=1.[O:76]1[C:80](=[O:81])[CH2:79][CH2:78][C:77]1=[O:82].CCN(C(C)C)C(C)C.C1C[O:95]CC1, predict the reaction product. The product is: [CH3:1][O:2][C:3]([C@@H:4]([NH:23][C:24]([C:26]1([CH2:31][CH2:32][NH:33][C:34](=[O:95])[CH2:35][CH2:36][O:38][CH2:39][CH2:40][O:41][CH2:42][CH2:43][O:44][CH2:45][CH2:46][O:47][CH2:48][CH2:49][O:50][CH2:51][CH2:52][O:53][CH2:54][CH2:55][O:56][CH2:57][CH2:58][O:59][CH2:60][CH2:61][O:62][CH2:63][CH2:64][O:65][CH2:66][CH2:67][O:68][CH2:69][CH2:70][O:71][CH2:72][CH2:73][NH:74][C:77](=[O:82])[CH2:78][CH2:79][C:80]([OH:76])=[O:81])[CH2:30][CH2:29][CH2:28][CH2:27]1)=[O:25])[CH2:5][C:6]1[CH:11]=[CH:10][C:9]([NH:12][C:13](=[O:22])[C:14]2[C:19]([Cl:20])=[CH:18][CH:17]=[CH:16][C:15]=2[Cl:21])=[CH:8][CH:7]=1)=[O:75]. (3) The product is: [OH:1][C:2]1[CH:7]=[C:6]([N:8]2[CH2:13][CH2:12][O:11][CH2:10][CH2:9]2)[CH:5]=[C:4]2[C:3]=1[C:15](=[O:17])[CH:16]=[C:30]([C:29]1[CH:33]=[CH:34][C:26]([C:24]#[N:25])=[CH:27][CH:28]=1)[O:14]2. Given the reactants [OH:1][C:2]1[CH:7]=[C:6]([N:8]2[CH2:13][CH2:12][O:11][CH2:10][CH2:9]2)[CH:5]=[C:4]([OH:14])[C:3]=1[C:15](=[O:17])[CH3:16].C([O-])([O-])=O.[K+].[K+].[C:24]([C:26]1[CH:34]=[CH:33][C:29]([C:30](Cl)=O)=[CH:28][CH:27]=1)#[N:25].O, predict the reaction product. (4) The product is: [I:1][C:2]1[CH:3]=[C:4]([CH:8]=[CH:9][C:10]=1[CH3:11])[CH:5]=[O:6]. Given the reactants [I:1][C:2]1[CH:3]=[C:4]([CH:8]=[CH:9][C:10]=1[CH3:11])[C:5](O)=[O:6].C(Cl)(=O)C(Cl)=O.[C@H](O)(C([O-])=O)[C@@H](O)C([O-])=O.[Na+].[K+], predict the reaction product. (5) Given the reactants [O:1]=[C:2]1[N:8]([CH:9]2[CH2:14][CH2:13][N:12]([C:15]([O:17][C@@H:18]([C:28]([OH:30])=O)[CH2:19][C:20]3[CH:21]=[N:22][C:23]([NH2:27])=[C:24]([CH3:26])[CH:25]=3)=[O:16])[CH2:11][CH2:10]2)[CH2:7][CH2:6][C:5]2[CH:31]=[CH:32][CH:33]=[CH:34][C:4]=2[NH:3]1.[CH3:35][N:36]1[CH2:41][CH2:40][N:39]([CH:42]2[CH2:47][CH2:46][NH:45][CH2:44][CH2:43]2)[CH2:38][CH2:37]1, predict the reaction product. The product is: [O:1]=[C:2]1[N:8]([CH:9]2[CH2:10][CH2:11][N:12]([C:15]([O:17][C@H:18]([CH2:19][C:20]3[CH:21]=[N:22][C:23]([NH2:27])=[C:24]([CH3:26])[CH:25]=3)[C:28]([N:45]3[CH2:44][CH2:43][CH:42]([N:39]4[CH2:38][CH2:37][N:36]([CH3:35])[CH2:41][CH2:40]4)[CH2:47][CH2:46]3)=[O:30])=[O:16])[CH2:13][CH2:14]2)[CH2:7][CH2:6][C:34]2[CH:33]=[CH:32][CH:31]=[CH:5][C:4]=2[NH:3]1. (6) The product is: [N:16]1([NH:22][C:13]([C:11]2[CH:10]=[CH:9][CH:8]=[C:7]([CH:4]3[CH2:3][CH2:2][O:1][CH2:6][CH2:5]3)[N:12]=2)=[O:15])[CH2:21][CH2:20][CH2:19][CH2:18][CH2:17]1. Given the reactants [O:1]1[CH2:6][CH2:5][CH:4]([C:7]2[N:12]=[C:11]([C:13]([OH:15])=O)[CH:10]=[CH:9][CH:8]=2)[CH2:3][CH2:2]1.[N:16]1([NH2:22])[CH2:21][CH2:20][CH2:19][CH2:18][CH2:17]1, predict the reaction product.